Dataset: Peptide-MHC class II binding affinity with 134,281 pairs from IEDB. Task: Regression. Given a peptide amino acid sequence and an MHC pseudo amino acid sequence, predict their binding affinity value. This is MHC class II binding data. The peptide sequence is AWVDSGAQLGELYYA. The MHC is HLA-DPA10201-DPB10501 with pseudo-sequence HLA-DPA10201-DPB10501. The binding affinity (normalized) is 0.0703.